From a dataset of Reaction yield outcomes from USPTO patents with 853,638 reactions. Predict the reaction yield, written as a fraction of the theoretical maximum amount of product (1.0 means a 100% yield; for example, 0.34 means a 34% yield). (1) The catalyst is C(Cl)Cl. The yield is 0.547. The reactants are [Cl:1][C:2]1[CH:7]=[CH:6][C:5]([S:8][C:9]2[C:10]([C:35]#[N:36])=[C:11]([C:25]3[CH:30]=[CH:29][N:28]=[C:27]([NH:31][C:32](=[O:34])[CH3:33])[CH:26]=3)[S:12][C:13]=2[C:14]2[N:18]=[CH:17][N:16]([CH:19]3[CH2:24][CH2:23][CH2:22][CH2:21][O:20]3)[N:15]=2)=[CH:4][CH:3]=1.ClC1C=CC=C(C(OO)=[O:45])C=1. The product is [Cl:1][C:2]1[CH:3]=[CH:4][C:5]([S:8]([C:9]2[C:10]([C:35]#[N:36])=[C:11]([C:25]3[CH:30]=[CH:29][N:28]=[C:27]([NH:31][C:32](=[O:34])[CH3:33])[CH:26]=3)[S:12][C:13]=2[C:14]2[N:18]=[CH:17][N:16]([CH:19]3[CH2:24][CH2:23][CH2:22][CH2:21][O:20]3)[N:15]=2)=[O:45])=[CH:6][CH:7]=1. (2) The reactants are C(#N)[C:2]1[C:3](=C[CH:6]=[CH:7][CH:8]=1)[NH2:4].BrCC(OCC)=O.C([O-])(O)=O.[Na+].C([O:24][C:25](=[O:36])[CH2:26][NH:27][C:28]1[CH:33]=[CH:32][CH:31]=[CH:30][C:29]=1[C:34]#[N:35])C. The catalyst is O.[I-].[Na+].C(#N)C.C(O)C. The product is [N:4]1[CH:6]=[CH:7][C:8]([NH:35][C:34]2[C:29]3[C:28](=[CH:33][CH:32]=[CH:31][CH:30]=3)[NH:27][C:26]=2[C:25]([OH:24])=[O:36])=[CH:2][CH:3]=1. The yield is 0.640.